Dataset: Forward reaction prediction with 1.9M reactions from USPTO patents (1976-2016). Task: Predict the product of the given reaction. (1) Given the reactants [CH3:1][O:2][CH2:3][CH2:4][CH2:5][N:6]1[C:14]2[C:9](=[CH:10][CH:11]=[C:12]([CH:15]([NH:17][CH:18]3[CH2:20][CH2:19]3)[CH3:16])[CH:13]=2)[C:8]([CH3:21])=[N:7]1.[C:22]([O:26][C:27]([N:29]1[CH2:34][CH2:33][O:32][C@@H:31]([C:35]([OH:37])=[O:36])[CH2:30]1)=[O:28])([CH3:25])([CH3:24])[CH3:23].ON1C2C=CC=CC=2N=N1.Cl.C(N=C=NCCCN(C)C)C, predict the reaction product. The product is: [CH:18]1([N:17]([C@@H:15]([C:12]2[CH:13]=[C:14]3[C:9]([C:8]([CH3:21])=[N:7][N:6]3[CH2:5][CH2:4][CH2:3][O:2][CH3:1])=[CH:10][CH:11]=2)[CH3:16])[C:35]([C@@H:31]2[O:32][CH2:33][CH2:34][N:29]([C:27]([O:26][C:22]([CH3:25])([CH3:24])[CH3:23])=[O:28])[CH2:30]2)=[O:36])[CH2:19][CH2:20]1.[CH:18]1([N:17]([C@H:15]([C:12]2[CH:13]=[C:14]3[C:9]([C:8]([CH3:21])=[N:7][N:6]3[CH2:5][CH2:4][CH2:3][O:2][CH3:1])=[CH:10][CH:11]=2)[CH3:16])[C:35]([C@@H:31]2[O:32][CH2:33][CH2:34][N:29]([C:27]([O:26][C:22]([CH3:23])([CH3:24])[CH3:25])=[O:28])[CH2:30]2)=[O:37])[CH2:19][CH2:20]1. (2) The product is: [C:1]([N:4]1[CH2:9][CH2:8][CH:7]([N:10]([C@H:29]2[CH2:34][CH2:33][C@H:32]([CH3:35])[CH2:31][CH2:30]2)[C:11]([NH:13][C:14]2[S:15][C:16]([S:19][CH2:20][C:21](=[O:28])[N:22]3[CH2:27][CH2:48][N:47]([C:46]4[N:45]=[CH:42][CH:43]=[CH:44][N:39]=4)[CH2:24][CH2:23]3)=[CH:17][N:18]=2)=[O:12])[CH2:6][CH2:5]1)(=[O:3])[CH3:2]. Given the reactants [C:1]([N:4]1[CH2:9][CH2:8][CH:7]([N:10]([C@H:29]2[CH2:34][CH2:33][C@H:32]([CH3:35])[CH2:31][CH2:30]2)[C:11]([NH:13][C:14]2[S:15][C:16]([S:19][CH2:20][C:21](=[O:28])[N:22]3[CH2:27]CC[CH2:24][CH2:23]3)=[CH:17][N:18]=2)=[O:12])[CH2:6][CH2:5]1)(=[O:3])[CH3:2].C([N:39]1[CH2:44][CH2:43][CH:42]([N:45]([C@H]2CC[C@H](C)CC2)[C:46](=O)[NH:47][C:48]2SC(SCC(O)=O)=CN=2)CC1)(=O)C.N1(C2N=CC=CN=2)CCNCC1, predict the reaction product. (3) Given the reactants [Cl:1][C:2]1[CH:7]=[C:6]([Cl:8])[CH:5]=[CH:4][C:3]=1[CH:9]1[C:14](=[C:15]=O)[CH:13]=[CH:12][C:11]([NH:17][CH2:18][CH2:19][NH:20][C:21]([O:23][C:24]([CH3:27])([CH3:26])[CH3:25])=[O:22])=[CH:10]1.[NH:28]1[CH2:33][CH2:32][O:31][CH2:30][CH2:29]1.C(O)(=O)C.O, predict the reaction product. The product is: [Cl:1][C:2]1[CH:7]=[C:6]([Cl:8])[CH:5]=[CH:4][C:3]=1[C:9]1[CH:10]=[C:11]([NH:17][CH2:18][CH2:19][NH:20][C:21]([O:23][C:24]([CH3:27])([CH3:26])[CH3:25])=[O:22])[CH:12]=[CH:13][C:14]=1[CH2:15][N:28]1[CH2:33][CH2:32][O:31][CH2:30][CH2:29]1. (4) Given the reactants [CH2:1]([O:3][C:4](=[O:19])[C:5]1[CH:10]=[CH:9][C:8]([O:11][C:12]2[CH:17]=[CH:16][C:15](I)=[CH:14][CH:13]=2)=[CH:7][CH:6]=1)[CH3:2].[S:20]1[CH:24]=[CH:23][C:22](B(O)O)=[CH:21]1.C([O-])([O-])=O.[K+].[K+], predict the reaction product. The product is: [CH2:1]([O:3][C:4](=[O:19])[C:5]1[CH:10]=[CH:9][C:8]([O:11][C:12]2[CH:17]=[CH:16][C:15]([C:22]3[CH:23]=[CH:24][S:20][CH:21]=3)=[CH:14][CH:13]=2)=[CH:7][CH:6]=1)[CH3:2]. (5) Given the reactants [I:1][C:2]1[CH:3]=[C:4]([CH2:18][C:19]([O:21]C)=[O:20])[CH:5]=[C:6]([I:17])[C:7]=1[O:8][C:9]1[CH:14]=[CH:13][C:12]([O:15][CH3:16])=[CH:11][CH:10]=1.[Li+].[OH-].C(O)(=O)C(O)=O, predict the reaction product. The product is: [I:1][C:2]1[CH:3]=[C:4]([CH2:18][C:19]([OH:21])=[O:20])[CH:5]=[C:6]([I:17])[C:7]=1[O:8][C:9]1[CH:10]=[CH:11][C:12]([O:15][CH3:16])=[CH:13][CH:14]=1. (6) Given the reactants Cl.[NH2:2][OH:3].Cl[C:5]([O:7][CH2:8][CH3:9])=[O:6].[C:10](=[O:13])([O-])[O-:11].[Na+].[Na+].C(O[CH2:19][CH3:20])C, predict the reaction product. The product is: [CH2:8]([O:7][C:5]([O:3][NH:2][C:10](=[O:13])[O:11][CH2:19][CH3:20])=[O:6])[CH3:9]. (7) Given the reactants ClC1C=CC(S([N:11]2[CH:16]([C:17]3[CH:22]=CC=C(F)[CH:18]=3)[CH2:15][C:14]3[NH:24][N:25]=[CH:26][C:13]=3[CH2:12]2)(=O)=O)=CC=1.FC1C=C(C2CC(=O)CCN2[C:41]([O:43][CH2:44][C:45]2[CH:50]=[CH:49][CH:48]=[CH:47][CH:46]=2)=[O:42])C=CC=1.ClC1C=CC(C2CC(=O)CCN2C(OCC2C=CC=CC=2)=O)=CC=1.FC1C=C([Mg]Br)C=CC=1.O.NN.N1CCC(=O)CC1, predict the reaction product. The product is: [CH:17]([CH:16]1[N:11]([C:41]([O:43][CH2:44][C:45]2[CH:50]=[CH:49][CH:48]=[CH:47][CH:46]=2)=[O:42])[CH2:12][C:13]2[CH:26]=[N:25][NH:24][C:14]=2[CH2:15]1)([CH3:18])[CH3:22].